From a dataset of Forward reaction prediction with 1.9M reactions from USPTO patents (1976-2016). Predict the product of the given reaction. (1) The product is: [Br:19][C:9]1[N:6]2[CH:7]=[CH:8][C:3]([C:2]([F:12])([F:1])[F:13])=[N:4][C:5]2=[N:11][CH:10]=1. Given the reactants [F:1][C:2]([F:13])([F:12])[C:3]1[CH:8]=[CH:7][N:6]2[CH:9]=[CH:10][N:11]=[C:5]2[N:4]=1.C([O-])(=O)C.[Na+].[Br-:19].[K+].BrBr, predict the reaction product. (2) Given the reactants Br[CH2:2][CH2:3][CH2:4][CH2:5][CH2:6][CH2:7][CH2:8][CH2:9][CH2:10][OH:11].FC(F)(F)C(O)=O.[CH:19]([C:22]1[S:23][CH:24]=[C:25]([C:27]([N:29]2[CH2:34][C:33]3([CH2:39][CH2:38][NH:37][CH2:36][CH2:35]3)[O:32][CH2:31][CH2:30]2)=[O:28])[N:26]=1)([CH3:21])[CH3:20].C(N(CC)CC)C, predict the reaction product. The product is: [OH:11][CH2:10][CH2:9][CH2:8][CH2:7][CH2:6][CH2:5][CH2:4][CH2:3][CH2:2][N:37]1[CH2:38][CH2:39][C:33]2([O:32][CH2:31][CH2:30][N:29]([C:27]([C:25]3[N:26]=[C:22]([CH:19]([CH3:20])[CH3:21])[S:23][CH:24]=3)=[O:28])[CH2:34]2)[CH2:35][CH2:36]1. (3) Given the reactants [CH3:1][O:2][C:3]1[CH:13]=[CH:12][C:6]([O:7][CH2:8][C:9](O)=O)=[CH:5][CH:4]=1.[CH:14]1([NH2:17])[CH2:16][CH2:15]1, predict the reaction product. The product is: [CH:14]1([NH:17][CH2:9][CH2:8][O:7][C:6]2[CH:5]=[CH:4][C:3]([O:2][CH3:1])=[CH:13][CH:12]=2)[CH2:16][CH2:15]1.